From a dataset of Full USPTO retrosynthesis dataset with 1.9M reactions from patents (1976-2016). Predict the reactants needed to synthesize the given product. (1) Given the product [C:3]([SiH2:7][O:8][C:9]([CH3:19])([CH3:18])[C:10]1[O:14][N:13]=[C:12]([C:15](=[O:17])[CH3:16])[CH:11]=1)([CH3:6])([CH3:4])[CH3:5], predict the reactants needed to synthesize it. The reactants are: N#N.[C:3]([SiH2:7][O:8][C:9]([CH3:19])([CH3:18])[C:10]1[O:14][N:13]=[C:12]([CH:15]([OH:17])[CH3:16])[CH:11]=1)([CH3:6])([CH3:5])[CH3:4]. (2) Given the product [Cl:20][C:17]1[CH:18]=[CH:19][C:14]([CH:7]([NH:6][C:4]([CH2:3][NH:2][C:30](=[O:31])[CH2:29][CH2:28][CH2:27][C:21]2[CH:26]=[CH:25][CH:24]=[CH:23][CH:22]=2)=[O:5])[C:8]2[CH:13]=[CH:12][CH:11]=[CH:10][CH:9]=2)=[CH:15][CH:16]=1, predict the reactants needed to synthesize it. The reactants are: Cl.[NH2:2][CH2:3][C:4]([NH:6][CH:7]([C:14]1[CH:19]=[CH:18][C:17]([Cl:20])=[CH:16][CH:15]=1)[C:8]1[CH:13]=[CH:12][CH:11]=[CH:10][CH:9]=1)=[O:5].[C:21]1([CH2:27][CH2:28][CH2:29][C:30](O)=[O:31])[CH:26]=[CH:25][CH:24]=[CH:23][CH:22]=1.CCN(C(C)C)C(C)C.CN(C(ON1N=NC2C=CC=CC1=2)=[N+](C)C)C.[B-](F)(F)(F)F. (3) Given the product [CH:1]1([C@@H:7]2[CH2:12][N:11]([CH2:32][C:31]3[CH:34]=[CH:35][CH:36]=[C:29]([F:28])[C:30]=3[N:37]3[CH2:38][CH2:39][O:40][CH2:41][CH2:42]3)[CH2:10][C:9](=[O:13])[N:8]2[C:14]2[CH:18]=[C:17]([C:19]3[CH:20]=[CH:21][CH:22]=[CH:23][CH:24]=3)[S:16][C:15]=2[C:25]([OH:27])=[O:26])[CH2:2][CH2:3][CH2:4][CH2:5][CH2:6]1, predict the reactants needed to synthesize it. The reactants are: [CH:1]1([C@@H:7]2[CH2:12][NH:11][CH2:10][C:9](=[O:13])[N:8]2[C:14]2[CH:18]=[C:17]([C:19]3[CH:24]=[CH:23][CH:22]=[CH:21][CH:20]=3)[S:16][C:15]=2[C:25]([OH:27])=[O:26])[CH2:6][CH2:5][CH2:4][CH2:3][CH2:2]1.[F:28][C:29]1[C:30]([N:37]2[CH2:42][CH2:41][O:40][CH2:39][CH2:38]2)=[C:31]([CH:34]=[CH:35][CH:36]=1)[CH:32]=O.C(O[BH-](OC(=O)C)OC(=O)C)(=O)C.[Na+].